This data is from Full USPTO retrosynthesis dataset with 1.9M reactions from patents (1976-2016). The task is: Predict the reactants needed to synthesize the given product. (1) Given the product [Br:12][CH2:11][O:7][C:1]1[CH:6]=[CH:5][CH:4]=[CH:3][CH:2]=1, predict the reactants needed to synthesize it. The reactants are: [C:1]1([OH:7])[CH:6]=[CH:5][CH:4]=[CH:3][CH:2]=1.[OH-].[Na+].C(Br)[CH2:11][Br:12]. (2) Given the product [Cl:29][C:26]1[CH:27]=[CH:28][C:23]([O:22][C@H:20]([C@@H:10]2[C@@H:11]([C:13]3[CH:14]=[CH:15][C:16]([F:19])=[CH:17][CH:18]=3)[CH2:12][NH:8][CH2:9]2)[CH3:21])=[N:24][CH:25]=1, predict the reactants needed to synthesize it. The reactants are: C([N:8]1[CH2:12][C@H:11]([C:13]2[CH:18]=[CH:17][C:16]([F:19])=[CH:15][CH:14]=2)[C@@H:10]([C@@H:20]([O:22][C:23]2[CH:28]=[CH:27][C:26]([Cl:29])=[CH:25][N:24]=2)[CH3:21])[CH2:9]1)C1C=CC=CC=1.ClC(OC(Cl)C)=O.CCN(C(C)C)C(C)C. (3) Given the product [CH2:18]([C:6]12[CH2:5][CH2:4][C:3](=[O:22])[C:2]([C:24]#[N:25])=[C:14]1[C:13]1[C:8](=[C:9]([Cl:17])[C:10]([O:15][CH3:16])=[CH:11][CH:12]=1)[CH2:7]2)[CH2:19][CH2:20][CH3:21], predict the reactants needed to synthesize it. The reactants are: Br[C:2]1[C:3](=[O:22])[CH2:4][CH2:5][C:6]2([CH2:18][CH2:19][CH2:20][CH3:21])[C:14]=1[C:13]1[C:8](=[C:9]([Cl:17])[C:10]([O:15][CH3:16])=[CH:11][CH:12]=1)[CH2:7]2.[Cu][C:24]#[N:25]. (4) Given the product [NH2:1][C:2]1[CH:7]=[CH:6][CH:5]=[C:4]([NH2:8])[N:3]=1.[Co:13], predict the reactants needed to synthesize it. The reactants are: [NH2:1][C:2]1[CH:7]=[CH:6][CH:5]=[C:4]([NH2:8])[N:3]=1.[N+]([O-])([O-])=O.[Co+2:13].[N+]([O-])([O-])=O.